From a dataset of Forward reaction prediction with 1.9M reactions from USPTO patents (1976-2016). Predict the product of the given reaction. Given the reactants [F:1][C:2]([F:23])([F:22])[C:3]1[CH:8]=[CH:7][CH:6]=[CH:5][C:4]=1[C:9]1[N:10]=[C:11]2[C:16]([C:17]([O:19]C)=[O:18])=[CH:15][CH:14]=[N:13][N:12]2[CH:21]=1.[OH-].[Na+], predict the reaction product. The product is: [F:23][C:2]([F:1])([F:22])[C:3]1[CH:8]=[CH:7][CH:6]=[CH:5][C:4]=1[C:9]1[N:10]=[C:11]2[C:16]([C:17]([OH:19])=[O:18])=[CH:15][CH:14]=[N:13][N:12]2[CH:21]=1.